From a dataset of Full USPTO retrosynthesis dataset with 1.9M reactions from patents (1976-2016). Predict the reactants needed to synthesize the given product. (1) Given the product [Si:1]([O:8][C@@H:9]1[C@@H:13]([CH2:14][O:15][Si:16]([C:19]([CH3:20])([CH3:21])[CH3:22])([CH3:18])[CH3:17])[O:12][C@@H:11]([N:23]2[C:33]3[N:32]=[CH:31][N:30]=[C:27]([O:28][CH2:29][CH3:37])[C:26]=3[N:25]=[CH:24]2)[CH2:10]1)([C:4]([CH3:6])([CH3:7])[CH3:5])([CH3:3])[CH3:2], predict the reactants needed to synthesize it. The reactants are: [Si:1]([O:8][C@@H:9]1[C@@H:13]([CH2:14][O:15][Si:16]([C:19]([CH3:22])([CH3:21])[CH3:20])([CH3:18])[CH3:17])[O:12][C@@H:11]([N:23]2[C:33]3[N:32]=[CH:31][N:30]=[C:27]([O:28][CH3:29])[C:26]=3[N:25]=[CH:24]2)[CH2:10]1)([C:4]([CH3:7])([CH3:6])[CH3:5])([CH3:3])[CH3:2].N1(OC2C3N=CN(C=3N=CN=2)[C@@H]2O[C@H](CO[Si](C(C)(C)C)(C)C)[C@@H](O[Si](C(C)(C)C)(C)C)C2)C2C=CC=C[C:37]=2N=N1.C([O-])([O-])=O.[Cs+].[Cs+]. (2) Given the product [F:35][C:32]1[CH:33]=[CH:34][C:29]([O:28][C:26](=[O:27])[N:21]([C@H:10]2[C@H:11]([C:13]3[CH:18]=[CH:17][C:16]([Cl:19])=[C:15]([F:20])[CH:14]=3)[CH2:12][N:8]([CH2:1][C:2]3[CH:3]=[CH:4][CH:5]=[CH:6][CH:7]=3)[CH2:9]2)[CH2:22][CH3:23])=[CH:30][CH:31]=1, predict the reactants needed to synthesize it. The reactants are: [CH2:1]([N:8]1[CH2:12][C@@H:11]([C:13]2[CH:18]=[CH:17][C:16]([Cl:19])=[C:15]([F:20])[CH:14]=2)[C@H:10]([NH2:21])[CH2:9]1)[C:2]1[CH:7]=[CH:6][CH:5]=[CH:4][CH:3]=1.[CH:22](=O)[CH3:23].Cl[C:26]([O:28][C:29]1[CH:34]=[CH:33][C:32]([F:35])=[CH:31][CH:30]=1)=[O:27]. (3) Given the product [Br-:1].[OH:38][C:39]([C:43]1[CH:44]=[CH:45][C:46]([O:49][CH3:50])=[CH:47][CH:48]=1)([C:51]1[CH:52]=[CH:53][C:54]([O:57][CH3:58])=[CH:55][CH:56]=1)[C:40]([O:42][C@@H:17]1[CH:18]2[CH2:19][CH2:20][N+:15]([CH2:21][C:22](=[O:29])[NH:23][C:24]3[CH:28]=[CH:27][O:26][N:25]=3)([CH2:14][CH2:13]2)[CH2:16]1)=[O:41], predict the reactants needed to synthesize it. The reactants are: [Br-:1].ClC1C=CC=CC=1C(C1C=CC=CC=1Cl)(O)C(O[C@@H:13]1[CH:18]2[CH2:19][CH2:20][N+:15]([CH2:21][C:22](=[O:29])[NH:23][C:24]3[CH:28]=[CH:27][O:26][N:25]=3)([CH2:16][CH2:17]2)[CH2:14]1)=O.[OH:38][C:39]([C:51]1[CH:56]=[CH:55][C:54]([O:57][CH3:58])=[CH:53][CH:52]=1)([C:43]1[CH:48]=[CH:47][C:46]([O:49][CH3:50])=[CH:45][CH:44]=1)[C:40]([OH:42])=[O:41]. (4) Given the product [C:1]([C:3]1[CH:4]=[CH:5][C:6]([C:9]2[N:14]3[N:15]=[C:16]([C:18]4([C:21]([NH2:33])=[O:23])[CH2:20][CH2:19]4)[N:17]=[C:13]3[C:12]([O:24][CH3:25])=[CH:11][CH:10]=2)=[CH:7][CH:8]=1)#[N:2], predict the reactants needed to synthesize it. The reactants are: [C:1]([C:3]1[CH:8]=[CH:7][C:6]([C:9]2[N:14]3[N:15]=[C:16]([C:18]4([C:21]([OH:23])=O)[CH2:20][CH2:19]4)[N:17]=[C:13]3[C:12]([O:24][CH3:25])=[CH:11][CH:10]=2)=[CH:5][CH:4]=1)#[N:2].C(Cl)(=O)C(Cl)=O.C[N:33](C=O)C.